This data is from Full USPTO retrosynthesis dataset with 1.9M reactions from patents (1976-2016). The task is: Predict the reactants needed to synthesize the given product. (1) Given the product [CH3:41][O:40][C:30]1[CH:29]=[C:28]([CH:33]=[CH:32][C:31]=1[N:34]1[CH:38]=[C:37]([CH3:39])[N:36]=[CH:35]1)[CH:27]=[O:26], predict the reactants needed to synthesize it. The reactants are: [H-].COCCO[Al+]OCCOC.[Na+].[H-].N1CCCC1.CC(C)([O-])C.C[O:26][C:27](=O)[C:28]1[CH:33]=[CH:32][C:31]([N:34]2[CH:38]=[C:37]([CH3:39])[N:36]=[CH:35]2)=[C:30]([O:40][CH3:41])[CH:29]=1.[OH-].[Na+]. (2) Given the product [CH3:1][C:2]([CH3:21])([CH3:20])[CH2:3][N:4]([CH2:17][CH2:18][O:19][C:29]1[CH:30]=[CH:31][C:26]([S:23]([CH3:22])(=[O:25])=[O:24])=[CH:27][CH:28]=1)[C:5]1[CH:12]=[CH:11][C:8]([C:9]#[N:10])=[C:7]([C:13]([F:14])([F:15])[F:16])[CH:6]=1, predict the reactants needed to synthesize it. The reactants are: [CH3:1][C:2]([CH3:21])([CH3:20])[CH2:3][N:4]([CH2:17][CH2:18][OH:19])[C:5]1[CH:12]=[CH:11][C:8]([C:9]#[N:10])=[C:7]([C:13]([F:16])([F:15])[F:14])[CH:6]=1.[CH3:22][S:23]([C:26]1[CH:31]=[CH:30][C:29](O)=[CH:28][CH:27]=1)(=[O:25])=[O:24]. (3) Given the product [O:18]=[C:9]1[CH:10]=[CH:11][C:12]2[C:17](=[CH:16][CH:15]=[CH:14][CH:13]=2)[N:8]1[CH2:7][CH2:6][CH2:5][CH2:4][CH2:3][CH2:2][NH:1][C:21]([NH:22][C:23]#[N:24])=[N:25][C:26]1[CH:31]=[CH:30][N:29]=[CH:28][CH:27]=1, predict the reactants needed to synthesize it. The reactants are: [NH2:1][CH2:2][CH2:3][CH2:4][CH2:5][CH2:6][CH2:7][N:8]1[C:17]2[C:12](=[CH:13][CH:14]=[CH:15][CH:16]=2)[CH:11]=[CH:10][C:9]1=[O:18].CS[C:21](=[N:25][C:26]1[CH:31]=[CH:30][N:29]=[CH:28][CH:27]=1)[NH:22][C:23]#[N:24].C(N(CC)CC)C. (4) Given the product [ClH:51].[ClH:51].[CH3:14][N:15]([CH3:29])[C:16]1([C:23]2[CH:24]=[CH:25][CH:26]=[CH:27][CH:28]=2)[CH2:17][CH2:18][CH:19]([NH:13][CH2:12][CH2:11][C:8]2[C:4]3[C:3](=[CH:2][CH:1]=[C:6]([OH:7])[CH:5]=3)[NH:10][CH:9]=2)[CH2:20][CH2:21]1, predict the reactants needed to synthesize it. The reactants are: [CH:1]1[C:6]([OH:7])=[CH:5][C:4]2[C:8]([CH2:11][CH2:12][NH2:13])=[CH:9][NH:10][C:3]=2[CH:2]=1.[CH3:14][N:15]([CH3:29])[C:16]1([C:23]2[CH:28]=[CH:27][CH:26]=[CH:25][CH:24]=2)[CH2:21][CH2:20][C:19](=O)[CH2:18][CH2:17]1.S([O-])([O-])(=O)=O.[Na+].[Na+].C(O[BH-](OC(=O)C)OC(=O)C)(=O)C.[Na+].[ClH:51].C1(N)C(F)=C(F)C(F)=C(N)C=1F.Cl.Cl. (5) Given the product [NH2:57][CH2:56][C:54]1[CH:55]=[C:50]([N:49]([CH2:48][C:47]2[CH:46]=[CH:45][C:44]([O:43][CH3:42])=[CH:68][CH:67]=2)[C:61]2[CH:62]=[CH:63][CH:64]=[CH:65][CH:66]=2)[C:51]2[N:52]([CH:58]=[CH:59][N:60]=2)[N:53]=1, predict the reactants needed to synthesize it. The reactants are: C(N1CCCC(NC2C=C(N(CC3C=CC(OC)=CC=3)C3C=CC=CC=3)C3N(C(C#N)=CN=3)N=2)C1)C1C=CC=CC=1.[CH3:42][O:43][C:44]1[CH:68]=[CH:67][C:47]([CH2:48][N:49]([C:61]2[CH:66]=[CH:65][CH:64]=[CH:63][CH:62]=2)[C:50]2[C:51]3[N:52]([CH:58]=[CH:59][N:60]=3)[N:53]=[C:54]([C:56]#[N:57])[CH:55]=2)=[CH:46][CH:45]=1.[H-].C([Al+]CC(C)C)C(C)C.Cl. (6) Given the product [CH2:1]([N:3]([CH2:29][C:30]1[CH:31]=[CH:32][C:33]([O:36][CH2:39][CH2:40][N:42]([CH2:44][CH2:45][O:46][CH3:47])[CH3:43])=[CH:34][CH:35]=1)[C:4]1[CH:9]=[C:8]([O:10][CH3:11])[CH:7]=[CH:6][C:5]=1[C@@H:12]1[CH2:21][CH2:20][C:19]2[CH:18]=[C:17]([OH:22])[CH:16]=[CH:15][C:14]=2[CH2:13]1)[CH3:2], predict the reactants needed to synthesize it. The reactants are: [CH2:1]([N:3]([C:29](=O)[C:30]1[CH:35]=[CH:34][C:33]([OH:36])=[CH:32][CH:31]=1)[C:4]1[CH:9]=[C:8]([O:10][CH3:11])[CH:7]=[CH:6][C:5]=1[C@@H:12]1[CH2:21][CH2:20][C:19]2[CH:18]=[C:17]([O:22]C(=O)C(C)(C)C)[CH:16]=[CH:15][C:14]=2[CH2:13]1)[CH3:2].Cl[CH2:39][C:40]([N:42]([CH2:44][CH2:45][O:46][CH3:47])[CH3:43])=O. (7) Given the product [O:2]1[CH2:19][CH2:20][CH:13]([CH2:12][C:20]2[CH:19]=[CH:18][CH:17]=[C:14]3[C:15]([NH:11][C:12](=[O:21])[C:13]=23)=[O:16])[O:22][CH2:1]1, predict the reactants needed to synthesize it. The reactants are: [CH2:1]=[O:2].OS(O)(=O)=O.C([N:11]1[C:15](=[O:16])[C:14]2=[CH:17][CH:18]=[CH:19][CH:20]=[C:13]2[C:12]1=[O:21])C=C.[OH2:22]. (8) Given the product [CH3:1][O:2][C:3]1[CH:10]=[CH:9][C:6]([CH2:7][NH:11][CH:12]2[CH2:13][N:14]([C:16]([O:18][C:19]([CH3:22])([CH3:21])[CH3:20])=[O:17])[CH2:15]2)=[CH:5][CH:4]=1, predict the reactants needed to synthesize it. The reactants are: [CH3:1][O:2][C:3]1[CH:10]=[CH:9][C:6]([CH:7]=O)=[CH:5][CH:4]=1.[NH2:11][CH:12]1[CH2:15][N:14]([C:16]([O:18][C:19]([CH3:22])([CH3:21])[CH3:20])=[O:17])[CH2:13]1.COC1C=CC(CNC2CCC2)=CC=1. (9) Given the product [N:3]1([CH2:9][C:10]2[CH:15]=[CH:14][C:13]([N:16]3[C:24]4[CH2:23][CH2:22][CH2:21][CH2:20][C:19]=4[C:18]([C:25]([F:28])([F:26])[F:27])=[N:17]3)=[CH:12][CH:11]=2)[CH:7]=[CH:6][N:5]=[CH:4]1, predict the reactants needed to synthesize it. The reactants are: [H-].[Na+].[NH:3]1[CH:7]=[CH:6][N:5]=[CH:4]1.Cl[CH2:9][C:10]1[CH:15]=[CH:14][C:13]([N:16]2[C:24]3[CH2:23][CH2:22][CH2:21][CH2:20][C:19]=3[C:18]([C:25]([F:28])([F:27])[F:26])=[N:17]2)=[CH:12][CH:11]=1.